From a dataset of Forward reaction prediction with 1.9M reactions from USPTO patents (1976-2016). Predict the product of the given reaction. (1) Given the reactants [CH3:1][N:2]1[C:7](=[O:8])[CH:6]=[C:5]([NH:9][N:10]=[CH:11][C:12]2[C:21]3[C:16](=[CH:17][CH:18]=[C:19]([Cl:22])[CH:20]=3)[N:15]=[CH:14][CH:13]=2)[N:4]([CH2:23][CH2:24][CH3:25])[C:3]1=[O:26].C([NH:31][S:32]([C:35]1[CH:39]=[C:38]([CH:40]=O)[N:37]([CH3:42])[CH:36]=1)(=[O:34])=[O:33])(C)(C)C.C(O)(C(F)(F)F)=O, predict the reaction product. The product is: [Cl:22][C:19]1[CH:20]=[C:21]2[C:16](=[CH:17][CH:18]=1)[N:15]=[CH:14][CH:13]=[C:12]2[CH2:11][N:10]1[C:40]([C:38]2[N:37]([CH3:42])[CH:36]=[C:35]([S:32]([NH2:31])(=[O:34])=[O:33])[CH:39]=2)=[C:6]2[C:5]([N:4]([CH2:23][CH2:24][CH3:25])[C:3](=[O:26])[N:2]([CH3:1])[C:7]2=[O:8])=[N:9]1. (2) Given the reactants [NH2:1][C:2]([C:15]1[C:23]([O:24][CH:25]([F:27])[F:26])=[CH:22][C:21]([CH3:28])=[C:20]2[C:16]=1[CH:17]=[CH:18][N:19]2C(OC(C)(C)C)=O)([C:4]1[NH:8][C:7]2[CH:9]=[CH:10][C:11]([C:13]#[N:14])=[CH:12][C:6]=2[N:5]=1)[CH3:3].C([O-])([O-])=O.[Cs+].[Cs+], predict the reaction product. The product is: [NH2:1][C:2]([C:4]1[NH:8][C:7]2[CH:9]=[CH:10][C:11]([C:13]#[N:14])=[CH:12][C:6]=2[N:5]=1)([C:15]1[C:23]([O:24][CH:25]([F:26])[F:27])=[CH:22][C:21]([CH3:28])=[C:20]2[C:16]=1[CH:17]=[CH:18][NH:19]2)[CH3:3]. (3) Given the reactants [Cl:1][C:2]1[N:7]=[C:6]([C:8]2[S:12][C:11]([CH:13]([CH3:15])[CH3:14])=[N:10][C:9]=2[C:16]2[CH:17]=[C:18]([NH:22][S:23]([C:26]3[C:31](F)=CC=C[C:27]=3F)(=[O:25])=[O:24])[CH:19]=[CH:20][CH:21]=2)[CH:5]=[CH:4][N:3]=1.ClC1N=C(C2SC(C(C)C)=NC=2C2C=C(C=CC=2)N)C=CN=1.[CH3:56][N:57]1C=C(S(Cl)(=O)=O)C=[N:58]1, predict the reaction product. The product is: [Cl:1][C:2]1[N:7]=[C:6]([C:8]2[S:12][C:11]([CH:13]([CH3:15])[CH3:14])=[N:10][C:9]=2[C:16]2[CH:17]=[C:18]([NH:22][S:23]([C:26]3[CH:31]=[N:58][N:57]([CH3:56])[CH:27]=3)(=[O:24])=[O:25])[CH:19]=[CH:20][CH:21]=2)[CH:5]=[CH:4][N:3]=1. (4) Given the reactants [F:1][C:2]1[CH:7]=[CH:6][C:5]([CH:8]([N:16]2[CH2:21][CH2:20][N:19]([CH:22]([CH3:24])[CH3:23])[CH2:18][CH2:17]2)[CH2:9][N:10]2[CH2:15][CH2:14][NH:13][CH2:12][CH2:11]2)=[CH:4][CH:3]=1.[C:25]1([C:36]2[CH:41]=[CH:40][CH:39]=[CH:38][CH:37]=2)[CH:30]=[CH:29][CH:28]=[CH:27][C:26]=1[CH2:31][CH2:32][C:33](O)=[O:34].Cl.CNC(NC)CCN=C=NCC.O.ON1C2C=CC=CC=2N=N1.C(=O)(O)[O-].[Na+], predict the reaction product. The product is: [F:1][C:2]1[CH:7]=[CH:6][C:5]([CH:8]([N:16]2[CH2:17][CH2:18][N:19]([CH:22]([CH3:24])[CH3:23])[CH2:20][CH2:21]2)[CH2:9][N:10]2[CH2:15][CH2:14][N:13]([C:33](=[O:34])[CH2:32][CH2:31][C:26]3[CH:27]=[CH:28][CH:29]=[CH:30][C:25]=3[C:36]3[CH:41]=[CH:40][CH:39]=[CH:38][CH:37]=3)[CH2:12][CH2:11]2)=[CH:4][CH:3]=1. (5) Given the reactants [NH2:1][C:2]1[C:3]([NH:23][C:24]2[CH:29]=[CH:28][C:27]([N:30]([CH3:38])[C:31](=[O:37])[O:32][C:33]([CH3:36])([CH3:35])[CH3:34])=[CH:26][CH:25]=2)=[N:4][CH:5]=[N:6][C:7]=1[N:8]([CH2:16][C:17]1[CH:22]=[CH:21][CH:20]=[CH:19][CH:18]=1)[CH2:9][C:10]1[CH:15]=[CH:14][CH:13]=[CH:12][CH:11]=1.Cl[C:40](Cl)([O:42]C(=O)OC(Cl)(Cl)Cl)Cl, predict the reaction product. The product is: [CH2:16]([N:8]([CH2:9][C:10]1[CH:11]=[CH:12][CH:13]=[CH:14][CH:15]=1)[C:7]1[N:6]=[CH:5][N:4]=[C:3]2[C:2]=1[NH:1][C:40](=[O:42])[N:23]2[C:24]1[CH:25]=[CH:26][C:27]([N:30]([CH3:38])[C:31](=[O:37])[O:32][C:33]([CH3:34])([CH3:35])[CH3:36])=[CH:28][CH:29]=1)[C:17]1[CH:22]=[CH:21][CH:20]=[CH:19][CH:18]=1.